From a dataset of Forward reaction prediction with 1.9M reactions from USPTO patents (1976-2016). Predict the product of the given reaction. (1) Given the reactants [Cl:1][C:2]1[CH:7]=[C:6]2[NH:8][C:9](=[O:42])[C:10]3([CH:15]([C:16]4[CH:21]=[CH:20][CH:19]=[C:18]([Cl:22])[CH:17]=4)[CH2:14][C:13](=[O:23])[NH:12][CH:11]3[C:24]3[CH:29]=[C:28](I)[CH:27]=[CH:26][C:25]=3[O:31][C:32]3[CH:37]=[CH:36][C:35]([O:38][CH2:39][CH2:40]O)=[CH:34][CH:33]=3)[C:5]2=[CH:4][CH:3]=1.C[Si]([C:47]#[CH:48])(C)C.C(N(CC)CC)C.[OH-].[Na+], predict the reaction product. The product is: [Cl:1][C:2]1[CH:7]=[C:6]2[NH:8][C:9](=[O:42])[C:10]3([CH:15]([C:16]4[CH:21]=[CH:20][CH:19]=[C:18]([Cl:22])[CH:17]=4)[CH2:14][C:13](=[O:23])[NH:12][CH:11]3[C:24]3[CH:29]=[C:28]([C:47]#[CH:48])[CH:27]=[CH:26][C:25]=3[O:31][C:32]3[CH:33]=[CH:34][C:35]([O:38][CH2:39][CH3:40])=[CH:36][CH:37]=3)[C:5]2=[CH:4][CH:3]=1. (2) Given the reactants C[Si]([N-][Si](C)(C)C)(C)C.[Li+].[CH3:11][O:12][C:13]1[CH:14]=[C:15]2[C:19](=[CH:20][CH:21]=1)[C:18](=[O:22])[N:17]([C:23]([O:25][C:26]([CH3:29])([CH3:28])[CH3:27])=[O:24])[CH2:16]2.[CH2:30](Br)[C:31]1[CH:36]=[CH:35][CH:34]=[CH:33][CH:32]=1, predict the reaction product. The product is: [CH2:30]([CH:16]1[C:15]2[C:19](=[CH:20][CH:21]=[C:13]([O:12][CH3:11])[CH:14]=2)[C:18](=[O:22])[N:17]1[C:23]([O:25][C:26]([CH3:29])([CH3:28])[CH3:27])=[O:24])[C:31]1[CH:36]=[CH:35][CH:34]=[CH:33][CH:32]=1. (3) Given the reactants Cl.Cl.[NH:3]1[CH2:8][CH2:7][CH:6]([CH:9]([C:24]2[CH:25]=[N:26][CH:27]=[CH:28][CH:29]=2)[CH2:10][NH:11][C:12]([C:14]2[C:15]([Cl:23])=[C:16]3[C:20](=[CH:21][CH:22]=2)[NH:19][CH:18]=[CH:17]3)=[O:13])[CH2:5][CH2:4]1.CCN(CC)CC.[CH3:37][S:38](Cl)(=[O:40])=[O:39], predict the reaction product. The product is: [CH3:37][S:38]([N:3]1[CH2:8][CH2:7][CH:6]([CH:9]([C:24]2[CH:25]=[N:26][CH:27]=[CH:28][CH:29]=2)[CH2:10][NH:11][C:12]([C:14]2[C:15]([Cl:23])=[C:16]3[C:20](=[CH:21][CH:22]=2)[NH:19][CH:18]=[CH:17]3)=[O:13])[CH2:5][CH2:4]1)(=[O:40])=[O:39]. (4) The product is: [F:26][C:23]1[CH:24]=[CH:25][C:20]([CH2:19][N:15]2[C:16](=[O:18])[C:17]3[C:9]([OH:8])=[C:10]4[C:30](=[O:31])[N:29]([CH3:32])[CH2:28][CH:27]([CH3:33])[N:11]4[C:12]=3[CH:13]=[N:14]2)=[CH:21][CH:22]=1. Given the reactants C([O:8][C:9]1[C:17]2[C:16](=[O:18])[N:15]([CH2:19][C:20]3[CH:25]=[CH:24][C:23]([F:26])=[CH:22][CH:21]=3)[N:14]=[CH:13][C:12]=2[N:11]2[CH:27]([CH3:33])[CH2:28][N:29]([CH3:32])[C:30](=[O:31])[C:10]=12)C1C=CC=CC=1, predict the reaction product.